From a dataset of Forward reaction prediction with 1.9M reactions from USPTO patents (1976-2016). Predict the product of the given reaction. (1) Given the reactants Cl[C:2]1[N:3]=[N:4][C:5]([O:8][CH3:9])=[CH:6][CH:7]=1.NC(N)=[S:12].CC(CC)=O, predict the reaction product. The product is: [CH3:9][O:8][C:5]1[N:4]=[N:3][C:2]([SH:12])=[CH:7][CH:6]=1. (2) Given the reactants [CH:1]1([CH:7]2[CH2:15][C:14]3[C:9](=[C:10](Cl)[CH:11]=[CH:12][CH:13]=3)[C:8]2=[O:17])[CH2:6][CH2:5][CH2:4][CH2:3][CH2:2]1.[C:18]1(B(O)O)[CH:23]=[CH:22][CH:21]=[CH:20][CH:19]=1.C(=O)([O-])[O-].[Na+].[Na+].O, predict the reaction product. The product is: [CH:1]1([CH:7]2[CH2:15][C:14]3[C:9](=[C:10]([C:18]4[CH:23]=[CH:22][CH:21]=[CH:20][CH:19]=4)[CH:11]=[CH:12][CH:13]=3)[C:8]2=[O:17])[CH2:6][CH2:5][CH2:4][CH2:3][CH2:2]1. (3) Given the reactants [CH3:1][O:2][C:3]1[CH:8]=[CH:7][C:6]([C:9]2[NH:17][C:12]3=[N:13][CH:14]=[CH:15][N:16]=[C:11]3[CH:10]=2)=[CH:5][C:4]=1[OH:18].C(=O)([O-])[O-].[Cs+].[Cs+].Cl[CH2:26][C:27]([O:29][CH2:30][CH3:31])=[O:28], predict the reaction product. The product is: [CH2:30]([O:29][C:27](=[O:28])[CH2:26][O:18][C:4]1[CH:5]=[C:6]([C:9]2[NH:17][C:12]3=[N:13][CH:14]=[CH:15][N:16]=[C:11]3[CH:10]=2)[CH:7]=[CH:8][C:3]=1[O:2][CH3:1])[CH3:31]. (4) The product is: [CH2:1]([S:5][C:6]1[CH:11]=[CH:10][N:9]([CH2:22][C:21]2[CH:24]=[CH:25][CH:26]=[C:27]([N+:28]([O-:30])=[O:29])[C:20]=2[CH3:19])[C:8](=[O:12])[CH:7]=1)[CH:2]([CH3:4])[CH3:3]. Given the reactants [CH2:1]([S:5][C:6]1[CH:11]=[CH:10][NH:9][C:8](=[O:12])[CH:7]=1)[CH:2]([CH3:4])[CH3:3].CC([O-])(C)C.[K+].[CH3:19][C:20]1[C:27]([N+:28]([O-:30])=[O:29])=[CH:26][CH:25]=[CH:24][C:21]=1[CH2:22]Cl, predict the reaction product. (5) Given the reactants [C:1]([OH:7])(=[O:6])[CH2:2][CH2:3][CH:4]=[CH2:5].[C:8]([OH:14])(=[O:13])C=CCC.C(P(CC1C=CC=CC=1CP(C(C)(C)C)C(C)(C)C)C(C)(C)C)(C)(C)C.CS(O)(=O)=O, predict the reaction product. The product is: [C:8]([OH:14])(=[O:13])[CH2:5][CH2:4][CH2:3][CH2:2][C:1]([OH:7])=[O:6]. (6) Given the reactants [NH2:1][C:2]1[C:7]([F:8])=[CH:6][N:5]([S:9]([C:12]2[CH:17]=[CH:16][CH:15]=[CH:14][CH:13]=2)(=[O:11])=[O:10])[C:4](=[O:18])[N:3]=1.[H-].[Na+].[C:21]1([N:27]=[C:28]=[S:29])[CH:26]=[CH:25][CH:24]=[CH:23][CH:22]=1, predict the reaction product. The product is: [C:12]1([S:9]([N:5]2[CH:6]=[C:7]([F:8])[C:2]([NH:1][C:28]([NH:27][C:21]3[CH:26]=[CH:25][CH:24]=[CH:23][CH:22]=3)=[S:29])=[N:3][C:4]2=[O:18])(=[O:10])=[O:11])[CH:17]=[CH:16][CH:15]=[CH:14][CH:13]=1. (7) Given the reactants Br[C:2]1[C:3]([NH2:9])=[N:4][CH:5]=[C:6]([Br:8])[N:7]=1.[C:10]([O:14][C:15](=[O:20])[NH:16][CH2:17][C:18]#[CH:19])([CH3:13])([CH3:12])[CH3:11].C(N(CC)CC)C, predict the reaction product. The product is: [C:10]([O:14][C:15](=[O:20])[NH:16][CH2:17][C:18]#[C:19][C:2]1[C:3]([NH2:9])=[N:4][CH:5]=[C:6]([Br:8])[N:7]=1)([CH3:13])([CH3:12])[CH3:11].